The task is: Predict the reaction yield, written as a fraction of the theoretical maximum amount of product (1.0 means a 100% yield; for example, 0.34 means a 34% yield).. This data is from Reaction yield outcomes from USPTO patents with 853,638 reactions. The reactants are [C:1]([N:4]1[CH2:9][CH2:8][N:7]([CH:10]([C:16]2[CH:21]=[CH:20][CH:19]=[CH:18][CH:17]=2)[C:11]([O:13]CC)=[O:12])[CH2:6][CH2:5]1)(=[O:3])[CH3:2].[Li+].[OH-]. The catalyst is CCO.O. The product is [C:1]([N:4]1[CH2:9][CH2:8][N:7]([CH:10]([C:16]2[CH:21]=[CH:20][CH:19]=[CH:18][CH:17]=2)[C:11]([OH:13])=[O:12])[CH2:6][CH2:5]1)(=[O:3])[CH3:2]. The yield is 0.960.